Dataset: Forward reaction prediction with 1.9M reactions from USPTO patents (1976-2016). Task: Predict the product of the given reaction. Given the reactants [CH3:1][O:2][C:3](=[O:18])[C:4]1[C:9]([CH3:10])=[CH:8][CH:7]=[C:6]([CH3:11])[C:5]=1[N:12]1[C:16](=[O:17])[NH:15][N:14]=[N:13]1.[CH3:19]N(C)C=O.C(=O)([O-])[O-].[K+].[K+].CI, predict the reaction product. The product is: [CH3:1][O:2][C:3](=[O:18])[C:4]1[C:9]([CH3:10])=[CH:8][CH:7]=[C:6]([CH3:11])[C:5]=1[N:12]1[C:16](=[O:17])[N:15]([CH3:19])[N:14]=[N:13]1.